Dataset: Human Reference Interactome with 51,813 positive PPI pairs across 8,248 proteins, plus equal number of experimentally-validated negative pairs. Task: Binary Classification. Given two protein amino acid sequences, predict whether they physically interact or not. (1) Result: 0 (the proteins do not interact). Protein 1 (ENSG00000142552) has sequence MMWRPSVLLLLLLLRHGAQGKPSPDAGPHGQGRVHQAAPLSDAPHDDAHGNFQYDHEAFLGREVAKEFDQLTPEESQARLGRIVDRMDRAGDGDGWVSLAELRAWIAHTQQRHIRDSVSAAWDTYDTDRDGRVGWEELRNATYGHYAPGEEFHDVEDAETYKKMLARDERRFRVADQDGDSMATREELTAFLHPEEFPHMRDIVIAETLEDLDRNKDGYVQVEEYIADLYSAEPGEEEPAWVQTERQQFRDFRDLNKDGHLDGSEVGHWVLPPAQDQPLVEANHLLHESDTDKDGRLSKA.... Protein 2 (ENSG00000113369) has sequence MVLGKVKSLTISFDCLNDSNVPVYSSGDTVSGRVNLEVTGEIRVKSLKIHARGHAKVRWTESRNAGSNTAYTQNYTEEVEYFNHKDILIGHERDDDNSEEGFHTIHSGRHEYAFSFELPQTPLATSFEGRHGSVRYWVKAELHRPWLLPVKLKKEFTVFEHIDINTPSLLSPQAGTKEKTLCCWFCTSGPISLSAKIERKGYTPGESIQIFAEIENCSSRMVVPKAAIYQTQAFYAKGKMKEVKQLVANLRGESLSSGKTETWNGKLLKIPPVSPSILDCSIIRVEYSLMVYVDIPGAMD.... (2) Protein 1 (ENSG00000138613) has sequence MTAAVFFGCAFIAFGPALALYVFTIATEPLRIIFLIAGAFFWLVSLLISSLVWFMARVIIDNKDGPTQKYLLIFGAFVSVYIQEMFRFAYYKLLKKASEGLKSINPGETAPSMRLLAYVSGLGFGIMSGVFSFVNTLSDSLGPGTVGIHGDSPQFFLYSAFMTLVIILLHVFWGIVFFDGCEKKKWGILLIVLLTHLLVSAQTFISSYYGINLASAFIILVLMGTWAFLAAGGSCRSLKLCLLCQDKNFLLYNQRSR*MTAAVFFGCAFIAFGPALALYVFTIATEPLRIIFLIAGRRVE.... Protein 2 (ENSG00000189068) has sequence MTAEFLSLLCLGLCLGYEDEKKNEKPPKPSLHAWPSSVVEAESNVTLKCQAHSQNVTFVLRKVNDSGYKQEQSSAENEAEFPFTDLKPKDAGRYFCAYKTTASHEWSESSEHLQLVVTDKHDELEAPSMKTDTRTIFVAIFSCISILLLFLSVFIIYRCSQHSSSSEESTKRTSHSKLPEQEAAEADLSNMERVSLSTADPQGVTYAELSTSALSEAASDTTQEPPGSHEYAALKV*MTAEFLSLLCLGLCLGYEDEKKNEKPPKPSLHAWPSSVVEAESNVTLKCQAHSQNVTFVLRKV.... Result: 1 (the proteins interact). (3) Protein 1 (ENSG00000198892) has sequence MPPAGLRRAAPLTAIALLVLGAPLVLAGEDCLWYLDRNGSWHPGFNCEFFTFCCGTCYHRYCCRDLTLLITERQQKHCLAFSPKTIAGIASAVILFVAVVATTICCFLCSCCYLYRRRQQLQSPFEGQEIPMTGIPVQPVYPYPQDPKAGPAPPQPGFIYPPSGPAPQYPLYPAGPPVYNPAAPPPYMPPQPSYPGA*. Protein 2 (ENSG00000130669) has sequence MFGKRKKRVEISAPSNFEHRVHTGFDQHEQKFTGLPRQWQSLIEESARRPKPLVDPACITSIQPGAPKTIVRGSKGAKDGALTLLLDEFENMSVTRSNSLRRDSPPPPARARQENGMPEEPATTARGGPGKGEPHDVAPNGPSAGGLAIPQSSSSSSRPPTRARGAPSPGVLGPHASEPQLAPPACTPAAPAVPGPPGPRSPQREPQRVSHEQFRAALQLVVDPGDPRSYLDNFIKIGEGSTGIVCIATVRSSGKLVAVKKMDLRKQQRRELLFNEVVIMRDYQHENVVEMYNSYLVGDE.... Result: 0 (the proteins do not interact).